This data is from Forward reaction prediction with 1.9M reactions from USPTO patents (1976-2016). The task is: Predict the product of the given reaction. (1) Given the reactants [NH2:1][C:2]1[CH:3]=[C:4]2[C:20](=[O:21])[NH:19][N:18]=[CH:17][C:6]3=[C:7]([C:11]4[CH:16]=[CH:15][CH:14]=[CH:13][CH:12]=4)[NH:8][C:9]([CH:10]=1)=[C:5]23.[C:22]([O:26][C:27]([N:29]1[CH2:34][CH2:33][CH:32]([CH2:35][CH2:36][C:37](O)=[O:38])[CH2:31][CH2:30]1)=[O:28])([CH3:25])([CH3:24])[CH3:23].C(N(CC)CC)C.F[P-](F)(F)(F)(F)F.N1(OC(N(C)C)=[N+](C)C)C2N=CC=CC=2N=N1, predict the reaction product. The product is: [C:22]([O:26][C:27]([N:29]1[CH2:34][CH2:33][CH:32]([CH2:35][CH2:36][C:37](=[O:38])[NH:1][C:2]2[CH:3]=[C:4]3[C:20](=[O:21])[NH:19][N:18]=[CH:17][C:6]4=[C:7]([C:11]5[CH:12]=[CH:13][CH:14]=[CH:15][CH:16]=5)[NH:8][C:9]([CH:10]=2)=[C:5]34)[CH2:31][CH2:30]1)=[O:28])([CH3:25])([CH3:24])[CH3:23]. (2) Given the reactants [ClH:1].[CH3:2][N:3]([CH3:32])[C@H:4]1[CH2:8][CH2:7][N:6]([C:9]2[CH:10]=[N:11][C:12]3[C:17]([CH:18]=2)=[CH:16][C:15]([S:19][C:20]2[N:24]4[CH:25]=[C:26]([C:29](=O)[CH3:30])[CH:27]=[CH:28][C:23]4=[N:22][N:21]=2)=[CH:14][CH:13]=3)[CH2:5]1.[NH2:33][O:34][CH2:35][CH2:36][OH:37], predict the reaction product. The product is: [ClH:1].[OH:37][CH2:36][CH2:35][O:34]/[N:33]=[C:29](/[C:26]1[CH:27]=[CH:28][C:23]2[N:24]([C:20]([S:19][C:15]3[CH:16]=[C:17]4[C:12](=[CH:13][CH:14]=3)[N:11]=[CH:10][C:9]([N:6]3[CH2:7][CH2:8][C@H:4]([N:3]([CH3:32])[CH3:2])[CH2:5]3)=[CH:18]4)=[N:21][N:22]=2)[CH:25]=1)\[CH3:30]. (3) The product is: [N:13]1[C:14]2[C:9](=[CH:8][C:7]([CH2:6][CH2:5][CH:4]=[O:3])=[CH:16][CH:15]=2)[CH:10]=[CH:11][CH:12]=1. Given the reactants C([O:3][CH:4](OCC)[CH2:5][CH2:6][C:7]1[CH:8]=[C:9]2[C:14](=[CH:15][CH:16]=1)[N:13]=[CH:12][CH:11]=[CH:10]2)C.Cl, predict the reaction product. (4) Given the reactants [CH3:1][O:2][C:3](=[O:14])[C:4]1[CH:9]=[C:8](Br)[C:7]([F:11])=[CH:6][C:5]=1[O:12][CH3:13].C([O-])([O-])=O.[K+].[K+].[C:21]1(B(O)O)[CH:26]=[CH:25][CH:24]=[CH:23][CH:22]=1, predict the reaction product. The product is: [CH3:1][O:2][C:3]([C:4]1[CH:9]=[C:8]([C:21]2[CH:26]=[CH:25][CH:24]=[CH:23][CH:22]=2)[C:7]([F:11])=[CH:6][C:5]=1[O:12][CH3:13])=[O:14].